From a dataset of Reaction yield outcomes from USPTO patents with 853,638 reactions. Predict the reaction yield, written as a fraction of the theoretical maximum amount of product (1.0 means a 100% yield; for example, 0.34 means a 34% yield). (1) The product is [I:31][CH2:10][CH2:11][CH2:12][C:13]#[C:14][C:15]1[CH:20]=[CH:19][CH:18]=[CH:17][CH:16]=1. The catalyst is C1COCC1. The reactants are C1(C#C)C=CC=CC=1.Cl[CH2:10][CH2:11][CH2:12][C:13]#[C:14][C:15]1[CH:20]=[CH:19][CH:18]=[CH:17][CH:16]=1.[Li]CCCC.BrCCCCl.[I-:31].[Na+]. The yield is 0.980. (2) The reactants are [Br:1][C:2]1[CH:3]=[CH:4][C:5]2[S:9][C:8]([CH2:10][CH2:11]O)=[N:7][C:6]=2[CH:13]=1.C([N:16]([CH2:19][CH3:20])[CH2:17][CH3:18])C.S(Cl)([CH3:24])(=O)=O.C(#N)C. The catalyst is C(Cl)Cl. The product is [Br:1][C:2]1[CH:3]=[CH:4][C:5]2[S:9][C:8]([CH2:10][CH2:11][N:16]3[CH2:17][CH2:18][CH2:24][C@H:19]3[CH3:20])=[N:7][C:6]=2[CH:13]=1. The yield is 1.00. (3) The reactants are [NH:1]1[CH2:4][CH:3]([NH:5][C:6](=[O:37])[C:7]2[CH:12]=[C:11]([O:13][CH3:14])[C:10]([NH:15][C:16]3[N:17]=[CH:18][C:19]4[N:25]([CH3:26])[C:24](=[O:27])[C:23]([F:29])([F:28])[CH2:22][N:21]([CH:30]5[CH2:34][CH2:33][CH2:32][CH2:31]5)[C:20]=4[N:35]=3)=[CH:9][C:8]=2[F:36])[CH2:2]1.C(Cl)Cl.CO.[C:43]1(=O)[CH2:47][CH2:46][CH2:45][CH2:44]1. The catalyst is CC(O)=O. The product is [CH:30]1([N:21]2[CH2:22][C:23]([F:28])([F:29])[C:24](=[O:27])[N:25]([CH3:26])[C:19]3[CH:18]=[N:17][C:16]([NH:15][C:10]4[C:11]([O:13][CH3:14])=[CH:12][C:7]([C:6]([NH:5][CH:3]5[CH2:2][N:1]([CH:43]6[CH2:47][CH2:46][CH2:45][CH2:44]6)[CH2:4]5)=[O:37])=[C:8]([F:36])[CH:9]=4)=[N:35][C:20]2=3)[CH2:34][CH2:33][CH2:32][CH2:31]1. The yield is 0.0900. (4) The yield is 0.810. The product is [C:20]([Si:17]([O:16][CH2:15][CH2:14][CH2:13][CH2:12][CH2:11][CH2:10][CH2:9][CH2:8][CH2:7][CH2:6][CH2:5][CH2:4][CH2:3][CH2:2][C:27]#[CH:28])([CH3:19])[CH3:18])([CH3:23])([CH3:22])[CH3:21]. The reactants are Br[CH2:2][CH2:3][CH2:4][CH2:5][CH2:6][CH2:7][CH2:8][CH2:9][CH2:10][CH2:11][CH2:12][CH2:13][CH2:14][CH2:15][O:16][Si:17]([C:20]([CH3:23])([CH3:22])[CH3:21])([CH3:19])[CH3:18].[C-]#[C-].[Li+].[CH2:27](N(CC)CCN)[CH3:28].[Li+].[Cl-].[K+]. The catalyst is CS(C)=O. (5) The reactants are [Cl:1][C:2]1[CH:3]=[C:4]([N:12]([CH2:30][CH3:31])[C@H:13]2[CH2:18][CH2:17][C@H:16]([N:19]([CH2:21][C:22]3[CH:27]=[CH:26][C:25]([O:28][CH3:29])=[CH:24][CH:23]=3)[CH3:20])[CH2:15][CH2:14]2)[C:5]([CH3:11])=[C:6]([CH:10]=1)[C:7](O)=[O:8].CN(C(ON1N=NC2C=CC=CC1=2)=[N+](C)C)C.[B-](F)(F)(F)F.CCN(C(C)C)C(C)C.[CH2:63]([N:65]1[C:69]([CH3:70])=[C:68]([CH2:71][NH2:72])[C:67]([O:73][CH3:74])=[N:66]1)[CH3:64]. The catalyst is C(Cl)Cl.C(=O)(O)[O-].[Na+].CN(C=O)C. The product is [Cl:1][C:2]1[CH:3]=[C:4]([N:12]([CH2:30][CH3:31])[C@H:13]2[CH2:18][CH2:17][C@H:16]([N:19]([CH2:21][C:22]3[CH:23]=[CH:24][C:25]([O:28][CH3:29])=[CH:26][CH:27]=3)[CH3:20])[CH2:15][CH2:14]2)[C:5]([CH3:11])=[C:6]([CH:10]=1)[C:7]([NH:72][CH2:71][C:68]1[C:67]([O:73][CH3:74])=[N:66][N:65]([CH2:63][CH3:64])[C:69]=1[CH3:70])=[O:8]. The yield is 0.430. (6) The reactants are [N+:1]([C:4]1[CH:8]=[CH:7][NH:6][N:5]=1)([O-:3])=[O:2].I[C:10]1[CH:15]=[CH:14][CH:13]=[C:12]([C:16]([F:19])([F:18])[F:17])[CH:11]=1.C(=O)([O-])[O-].[K+].[K+].N1CCC[C@H]1C(O)=O. The catalyst is CS(C)=O.O.[Cu]I. The product is [N+:1]([C:4]1[CH:8]=[CH:7][N:6]([C:10]2[CH:15]=[CH:14][CH:13]=[C:12]([C:16]([F:19])([F:18])[F:17])[CH:11]=2)[N:5]=1)([O-:3])=[O:2]. The yield is 0.620. (7) The reactants are [Cl-].[Li+].[Cu](C#N)C#N.[CH:8]1([Mg]Cl)[CH2:12][CH2:11][CH2:10][CH2:9]1.C(OCC)C.[C:20]([O:24][CH3:25])(=[O:23])[C:21]#[CH:22].[I:26]I. The catalyst is O1CCCC1. The product is [CH3:25][O:24][C:20](=[O:23])/[C:21](/[I:26])=[CH:22]\[CH:8]1[CH2:12][CH2:11][CH2:10][CH2:9]1. The yield is 0.970. (8) The reactants are [Cl:1][C:2]1[CH:10]=[C:9]2[C:5]([CH2:6][O:7][C:8]2=[O:11])=[C:4]([N+:12]([O-])=O)[CH:3]=1.[H][H]. The catalyst is CCOC(C)=O.[Pd]. The product is [NH2:12][C:4]1[CH:3]=[C:2]([Cl:1])[CH:10]=[C:9]2[C:5]=1[CH2:6][O:7][C:8]2=[O:11]. The yield is 0.900. (9) The reactants are Br[CH2:2][CH2:3][CH2:4][OH:5].C([O-])(O)=O.[Na+].[C:11]([N:14]1[CH2:19][CH2:18][NH:17][CH2:16][CH2:15]1)(=[O:13])[CH3:12]. The catalyst is C(Cl)Cl.[Cl-].[Na+].O. The product is [C:11]([N:14]1[CH2:19][CH2:18][N:17]([CH2:2][CH2:3][CH2:4][OH:5])[CH2:16][CH2:15]1)(=[O:13])[CH3:12]. The yield is 0.460. (10) The reactants are [NH:1]1[CH2:5][CH2:4][CH2:3][CH2:2]1.N1CCC[C@H]1C(O)=O.I[C:15]1[CH:20]=[CH:19][CH:18]=[CH:17][CH:16]=1. The catalyst is CS(C)=O.O.[Cu]I. The product is [C:15]1([N:1]2[CH2:5][CH2:4][CH2:3][CH2:2]2)[CH:20]=[CH:19][CH:18]=[CH:17][CH:16]=1. The yield is 0.570.